This data is from Forward reaction prediction with 1.9M reactions from USPTO patents (1976-2016). The task is: Predict the product of the given reaction. (1) Given the reactants [Cl:1][C:2]1[C:10]([S:11](Cl)(=[O:13])=[O:12])=[CH:9][C:5]([C:6]([OH:8])=[O:7])=[C:4]([F:15])[CH:3]=1.C[Si](Cl)(C)C.[F:21][C:22]1[CH:27]=[CH:26][C:25]([N:28]2[CH2:33][CH2:32][NH:31][C@H:30]([CH3:34])[CH2:29]2)=[C:24]([C:35]([F:38])([F:37])[F:36])[CH:23]=1.C(N(C(C)C)CC)(C)C, predict the reaction product. The product is: [Cl:1][C:2]1[C:10]([S:11]([N:31]2[CH2:32][CH2:33][N:28]([C:25]3[CH:26]=[CH:27][C:22]([F:21])=[CH:23][C:24]=3[C:35]([F:38])([F:36])[F:37])[CH2:29][CH:30]2[CH3:34])(=[O:13])=[O:12])=[CH:9][C:5]([C:6]([OH:8])=[O:7])=[C:4]([F:15])[CH:3]=1. (2) Given the reactants [F:1][C:2]1[CH:7]=[CH:6][C:5]([C:8]2[NH:12][N:11]=[C:10]([C:13]3(O)[CH2:21][CH:20]4[N:16]([CH2:17][CH2:18][CH2:19]4)[CH2:15][CH2:14]3)[C:9]=2[C:23]2[CH:28]=[CH:27][N:26]=[CH:25][CH:24]=2)=[CH:4][CH:3]=1.[OH-].[Na+], predict the reaction product. The product is: [F:1][C:2]1[CH:3]=[CH:4][C:5]([C:8]2[NH:12][N:11]=[C:10]([C:13]3[CH2:21][CH:20]4[N:16]([CH2:17][CH2:18][CH2:19]4)[CH2:15][CH:14]=3)[C:9]=2[C:23]2[CH:28]=[CH:27][N:26]=[CH:25][CH:24]=2)=[CH:6][CH:7]=1. (3) Given the reactants [CH2:1]1[C:9]2[C:4](=[CH:5][CH:6]=[CH:7][CH:8]=2)[CH:3]=[CH:2]1.[CH2:10]1[C:22]2[CH2:21][C:20]3[C:15](=[CH:16][CH:17]=[CH:18][CH:19]=3)[C:14]=2[CH2:13][CH2:12][CH2:11]1, predict the reaction product. The product is: [CH:10]1[C:22]2[CH2:21][C:20]3[C:15](=[CH:16][CH:17]=[CH:18][CH:19]=3)[C:14]=2[CH:13]=[CH:12][CH:11]=1.[CH2:1]1[C:9]2[C:4](=[CH:5][CH:6]=[CH:7][CH:8]=2)[CH2:3][CH2:2]1. (4) Given the reactants Cl[Sn:2](Cl)(Cl)Cl.[Sn].[Cl-].[In+3:8].[Cl-].[Cl-].C(=O)([O-])[OH:12].[NH4+], predict the reaction product. The product is: [OH-:12].[Sn+4:2].[In+3:8].[OH-:12].[OH-:12].[OH-:12].[OH-:12].[OH-:12].[OH-:12]. (5) Given the reactants [C:1]([S:20][CH2:21][CH2:22][NH:23][C:24]1[N:34]=[CH:33][CH:32]=[CH:31][C:25]=1[C:26]([O:28]CC)=[O:27])([C:14]1[CH:19]=[CH:18][CH:17]=[CH:16][CH:15]=1)([C:8]1[CH:13]=[CH:12][CH:11]=[CH:10][CH:9]=1)[C:2]1[CH:7]=[CH:6][CH:5]=[CH:4][CH:3]=1.CO.O.[Li+:38].[OH-], predict the reaction product. The product is: [C:1]([S:20][CH2:21][CH2:22][NH:23][C:24]1[N:34]=[CH:33][CH:32]=[CH:31][C:25]=1[C:26]([O-:28])=[O:27])([C:14]1[CH:19]=[CH:18][CH:17]=[CH:16][CH:15]=1)([C:8]1[CH:9]=[CH:10][CH:11]=[CH:12][CH:13]=1)[C:2]1[CH:7]=[CH:6][CH:5]=[CH:4][CH:3]=1.[Li+:38]. (6) Given the reactants [F:1][C:2]([F:26])([F:25])[C:3]1[CH:20]=[C:19]([C:21]([F:24])([F:23])[F:22])[CH:18]=[CH:17][C:4]=1[CH2:5][N:6]1[C:14]2[C:9](=[CH:10][C:11]([CH:15]=O)=[CH:12][CH:13]=2)[CH:8]=[N:7]1.[O:27]=[C:28]1[CH2:32][S:31][C:30]([N:33]2[CH2:38][CH2:37][CH:36]([C:39]([NH:41][S:42]([N:45]3[CH2:49][CH2:48][CH2:47][CH2:46]3)(=[O:44])=[O:43])=[O:40])[CH2:35][CH2:34]2)=[N:29]1, predict the reaction product. The product is: [F:26][C:2]([F:1])([F:25])[C:3]1[CH:20]=[C:19]([C:21]([F:22])([F:23])[F:24])[CH:18]=[CH:17][C:4]=1[CH2:5][N:6]1[C:14]2[C:9](=[CH:10][C:11]([CH:15]=[C:32]3[S:31][C:30]([N:33]4[CH2:34][CH2:35][CH:36]([C:39]([NH:41][S:42]([N:45]5[CH2:49][CH2:48][CH2:47][CH2:46]5)(=[O:44])=[O:43])=[O:40])[CH2:37][CH2:38]4)=[N:29][C:28]3=[O:27])=[CH:12][CH:13]=2)[CH:8]=[N:7]1. (7) Given the reactants C([O:8][CH:9]1[CH2:13][N:12]([C:14]2[C:18]3[CH:19]=[N:20][C:21]([NH:23][C:24]4[CH:29]=[CH:28][N:27]=[C:26]([N:30]5[CH2:35][CH2:34][C:33]([CH3:37])([OH:36])[CH2:32][CH2:31]5)[N:25]=4)=[CH:22][C:17]=3[N:16]([CH:38]([CH3:40])[CH3:39])[N:15]=2)[CH2:11][C:10]1([F:42])[F:41])C1C=CC=CC=1.[H][H], predict the reaction product. The product is: [F:42][C:10]1([F:41])[CH:9]([OH:8])[CH2:13][N:12]([C:14]2[C:18]3[CH:19]=[N:20][C:21]([NH:23][C:24]4[CH:29]=[CH:28][N:27]=[C:26]([N:30]5[CH2:31][CH2:32][C:33]([CH3:37])([OH:36])[CH2:34][CH2:35]5)[N:25]=4)=[CH:22][C:17]=3[N:16]([CH:38]([CH3:39])[CH3:40])[N:15]=2)[CH2:11]1.